This data is from Forward reaction prediction with 1.9M reactions from USPTO patents (1976-2016). The task is: Predict the product of the given reaction. (1) Given the reactants [OH:1][CH2:2][CH2:3][C:4]1[N:5]([CH2:9][CH2:10][CH2:11][CH2:12][C:13]2[CH:18]=[CH:17][C:16]([OH:19])=[CH:15][CH:14]=2)[CH:6]=[CH:7][N:8]=1.[H-].[Na+].Cl[CH2:23][C:24]1[N:25]=[C:26](/[CH:29]=[CH:30]/[C:31]2[CH:36]=[CH:35][C:34]([F:37])=[CH:33][CH:32]=2)[O:27][CH:28]=1, predict the reaction product. The product is: [F:37][C:34]1[CH:35]=[CH:36][C:31](/[CH:30]=[CH:29]/[C:26]2[O:27][CH:28]=[C:24]([CH2:23][O:19][C:16]3[CH:15]=[CH:14][C:13]([CH2:12][CH2:11][CH2:10][CH2:9][N:5]4[CH:6]=[CH:7][N:8]=[C:4]4[CH2:3][CH2:2][OH:1])=[CH:18][CH:17]=3)[N:25]=2)=[CH:32][CH:33]=1. (2) The product is: [C:15]([O:19][C:20]([N:22]1[CH2:27][CH2:26][CH:25]([NH:28][C:3]2[O:4][C:5]3[CH:11]=[CH:10][C:9]([N+:12]([O-:14])=[O:13])=[CH:8][C:6]=3[N:7]=2)[CH2:24][CH2:23]1)=[O:21])([CH3:18])([CH3:16])[CH3:17]. Given the reactants CS[C:3]1[O:4][C:5]2[CH:11]=[CH:10][C:9]([N+:12]([O-:14])=[O:13])=[CH:8][C:6]=2[N:7]=1.[C:15]([O:19][C:20]([N:22]1[CH2:27][CH2:26][CH:25]([NH2:28])[CH2:24][CH2:23]1)=[O:21])([CH3:18])([CH3:17])[CH3:16], predict the reaction product. (3) Given the reactants [NH2:1][C:2]1[N:7]=[CH:6][N:5]=[C:4]([NH:8][C@H:9]([C:11]2[N:16]([C:17]3[CH:22]=[CH:21][CH:20]=[CH:19][CH:18]=3)[C:15](=[O:23])[C:14]3=[C:24]([CH3:27])[CH:25]=[CH:26][N:13]3[N:12]=2)[CH3:10])[C:3]=1I.[OH:29][C:30]1[CH:31]=[C:32]([CH:37]=[C:38](B2OC(C)(C)C(C)(C)O2)[CH:39]=1)[C:33]([O:35][CH3:36])=[O:34].C(=O)([O-])[O-].[Na+].[Na+], predict the reaction product. The product is: [NH2:1][C:2]1[C:3]([C:38]2[CH:37]=[C:32]([CH:31]=[C:30]([OH:29])[CH:39]=2)[C:33]([O:35][CH3:36])=[O:34])=[C:4]([NH:8][C@H:9]([C:11]2[N:16]([C:17]3[CH:22]=[CH:21][CH:20]=[CH:19][CH:18]=3)[C:15](=[O:23])[C:14]3=[C:24]([CH3:27])[CH:25]=[CH:26][N:13]3[N:12]=2)[CH3:10])[N:5]=[CH:6][N:7]=1. (4) Given the reactants [Cl:1][C:2]1[CH:10]=[CH:9][CH:8]=[CH:7][C:3]=1[C:4]([OH:6])=O.[CH3:11][C:12]1[N:17]=[CH:16][C:15]([CH:18]([C:21]2[CH:26]=[CH:25][N:24]=[CH:23][CH:22]=2)[CH2:19][NH2:20])=[CH:14][N:13]=1, predict the reaction product. The product is: [Cl:1][C:2]1[CH:10]=[CH:9][CH:8]=[CH:7][C:3]=1[C:4]([NH:20][CH2:19][CH:18]([C:15]1[CH:16]=[N:17][C:12]([CH3:11])=[N:13][CH:14]=1)[C:21]1[CH:22]=[CH:23][N:24]=[CH:25][CH:26]=1)=[O:6].